Predict the reaction yield, written as a fraction of the theoretical maximum amount of product (1.0 means a 100% yield; for example, 0.34 means a 34% yield). From a dataset of Reaction yield outcomes from USPTO patents with 853,638 reactions. The reactants are [C:1]([C:3]1[CH:4]=[C:5]([NH:9][C:10](=[O:33])[NH:11][C:12]2[CH:17]=[CH:16][C:15]([S:18]([NH:21][CH2:22][C:23]3[CH:28]=[CH:27][C:26]([S:29](=[O:32])(=[O:31])[NH2:30])=[CH:25][CH:24]=3)(=[O:20])=[O:19])=[CH:14][CH:13]=2)[CH:6]=[CH:7][CH:8]=1)#[N:2].[CH2:34]([N:37]1[CH2:42][CH2:41][NH:40][CH2:39][CH2:38]1)[CH:35]=[CH2:36]. No catalyst specified. The product is [CH2:34]([N:37]1[CH2:42][CH2:41][N:40]([C:1](=[NH:2])[C:3]2[CH:4]=[C:5]([NH:9][C:10](=[O:33])[NH:11][C:12]3[CH:17]=[CH:16][C:15]([S:18]([NH:21][CH2:22][C:23]4[CH:28]=[CH:27][C:26]([S:29](=[O:31])(=[O:32])[NH2:30])=[CH:25][CH:24]=4)(=[O:20])=[O:19])=[CH:14][CH:13]=3)[CH:6]=[CH:7][CH:8]=2)[CH2:39][CH2:38]1)[CH:35]=[CH2:36]. The yield is 0.0300.